Dataset: Full USPTO retrosynthesis dataset with 1.9M reactions from patents (1976-2016). Task: Predict the reactants needed to synthesize the given product. (1) Given the product [CH2:28]([O:27][C:25]([N:22]1[CH2:23][CH2:24][CH:19]([CH2:17][NH:10][C:9]2[CH:8]=[C:7]([C:11]3[CH:16]=[CH:15][CH:14]=[CH:13][CH:12]=3)[S:6][C:5]=2[C:3]([O:2][CH3:1])=[O:4])[CH2:20][CH2:21]1)=[O:26])[C:29]1[CH:30]=[CH:31][CH:32]=[CH:33][CH:34]=1, predict the reactants needed to synthesize it. The reactants are: [CH3:1][O:2][C:3]([C:5]1[S:6][C:7]([C:11]2[CH:16]=[CH:15][CH:14]=[CH:13][CH:12]=2)=[CH:8][C:9]=1[NH2:10])=[O:4].[CH:17]([CH:19]1[CH2:24][CH2:23][N:22]([C:25]([O:27][CH2:28][C:29]2[CH:34]=[CH:33][CH:32]=[CH:31][CH:30]=2)=[O:26])[CH2:21][CH2:20]1)=O.C([Sn](Cl)(Cl)CCCC)CCC.C1([SiH3])C=CC=CC=1. (2) Given the product [ClH:1].[F:2][C:3]1[CH:57]=[CH:56][CH:55]=[CH:54][C:4]=1[CH2:5][NH:6][C:7](=[O:53])[CH2:8][CH:9]1[C:15](=[O:16])[N:14]([C:17]2[CH:18]=[CH:19][C:20]([CH2:23][NH2:24])=[CH:21][CH:22]=2)[C:13]2[CH:32]=[CH:33][CH:34]=[CH:35][C:12]=2[N:11]([CH2:36][C:37]2[CH:42]=[CH:41][C:40]([NH:43][C:44](=[O:51])[C:45]3[CH:46]=[CH:47][CH:48]=[CH:49][CH:50]=3)=[CH:39][CH:38]=2)[C:10]1=[O:52], predict the reactants needed to synthesize it. The reactants are: [ClH:1].[F:2][C:3]1[CH:57]=[CH:56][CH:55]=[CH:54][C:4]=1[CH2:5][NH:6][C:7](=[O:53])[CH2:8][CH:9]1[C:15](=[O:16])[N:14]([C:17]2[CH:22]=[CH:21][C:20]([CH2:23][NH:24]C(OC(C)(C)C)=O)=[CH:19][CH:18]=2)[C:13]2[CH:32]=[CH:33][CH:34]=[CH:35][C:12]=2[N:11]([CH2:36][C:37]2[CH:42]=[CH:41][C:40]([NH:43][C:44](=[O:51])[C:45]3[CH:50]=[CH:49][CH:48]=[CH:47][CH:46]=3)=[CH:39][CH:38]=2)[C:10]1=[O:52]. (3) Given the product [CH3:1][O:2][C:3]1[CH:8]=[CH:7][C:6]2[C:11]([C:13]3[S:14][CH:15]=[CH:16][N:17]=3)=[CH:10][S:9][C:5]=2[CH:4]=1, predict the reactants needed to synthesize it. The reactants are: [CH3:1][O:2][C:3]1[CH:4]=[C:5]([S:9][CH2:10][C:11]([C:13]2[S:14][CH:15]=[CH:16][N:17]=2)=O)[CH:6]=[CH:7][CH:8]=1.[OH-].[Na+]. (4) Given the product [C:15]([C:6]1[CH:5]([C:4]2[CH:23]=[CH:24][C:25]([F:26])=[C:2]([Br:1])[CH:3]=2)[C:29]2[C:28](=[O:34])[NH:27][CH2:32][CH2:31][C:30]=2[NH:39][C:7]=1[C:9]1[CH:10]=[CH:11][CH:12]=[CH:13][CH:14]=1)(=[O:16])[C:17]1[CH:22]=[CH:21][CH:20]=[CH:19][CH:18]=1, predict the reactants needed to synthesize it. The reactants are: [Br:1][C:2]1[CH:3]=[C:4]([CH:23]=[CH:24][C:25]=1[F:26])[CH:5]=[C:6]([C:15]([C:17]1[CH:22]=[CH:21][CH:20]=[CH:19][CH:18]=1)=[O:16])[C:7]([C:9]1[CH:14]=[CH:13][CH:12]=[CH:11][CH:10]=1)=O.[NH:27]1[CH2:32][CH2:31][C:30](=O)[CH2:29][C:28]1=[O:34].C([O-])(=O)C.[NH4+:39]. (5) Given the product [NH:23]1[C:22]2[CH:24]=[CH:25][CH:26]=[CH:27][C:21]=2[N:20]=[C:19]1[C:14]1[C:13]2[C:17](=[CH:18][C:10]([C:4]3[CH:5]=[CH:6][C:7]([OH:9])=[CH:8][C:3]=3[OH:2])=[CH:11][CH:12]=2)[NH:16][N:15]=1, predict the reactants needed to synthesize it. The reactants are: C[O:2][C:3]1[CH:8]=[C:7]([OH:9])[CH:6]=[CH:5][C:4]=1[C:10]1[CH:18]=[C:17]2[C:13]([C:14]([C:19]3[NH:23][C:22]4[CH:24]=[CH:25][CH:26]=[CH:27][C:21]=4[N:20]=3)=[N:15][NH:16]2)=[CH:12][CH:11]=1. (6) Given the product [NH2:43][C:40]1[CH:41]=[CH:42][C:37]([S:36][CH2:35][C:34]([NH:33][CH2:32][CH2:31][CH2:30][CH2:29][C@H:28]([NH:52][C:53](=[O:61])[C:54]2[CH:55]=[CH:56][C:57]([F:60])=[CH:58][CH:59]=2)[C:20]2[NH:19][C:23]3[CH:24]=[CH:25][CH:26]=[CH:27][C:22]=3[N:21]=2)=[O:51])=[CH:38][CH:39]=1, predict the reactants needed to synthesize it. The reactants are: C([C@@H]1NC2C(=CC=CC=2)NC1=O)C1C=CC=CC=1.[NH:19]1[C:23]2[CH:24]=[CH:25][CH:26]=[CH:27][C:22]=2[N:21]=[C:20]1[C@@H:28]([NH:52][C:53](=[O:61])[C:54]1[CH:59]=[CH:58][C:57]([F:60])=[CH:56][CH:55]=1)[CH2:29][CH2:30][CH2:31][CH2:32][NH:33][C:34](=[O:51])[CH2:35][S:36][C:37]1[CH:42]=[CH:41][C:40]([NH:43]C(=O)OC(C)(C)C)=[CH:39][CH:38]=1. (7) The reactants are: [I:1][C:2]1[CH:3]=[C:4]2[C:8](=[CH:9][CH:10]=1)[NH:7][N:6]=[CH:5]2.[CH2:11]1[CH2:16][O:15][CH:14]=[CH:13][CH2:12]1.CC1C=CC(S(O)(=O)=O)=CC=1.C([O-])(O)=O.[Na+]. Given the product [I:1][C:2]1[CH:3]=[C:4]2[C:8](=[CH:9][CH:10]=1)[N:7]([CH:14]1[CH2:13][CH2:12][CH2:11][CH2:16][O:15]1)[N:6]=[CH:5]2, predict the reactants needed to synthesize it. (8) Given the product [CH3:6][C:5]1([C:8]2[CH:9]=[C:10]([CH:13]=[CH:14][CH:15]=2)[C:11]#[N:12])[O:4][CH2:1][CH2:2][O:3]1, predict the reactants needed to synthesize it. The reactants are: [CH2:1]([OH:4])[CH2:2][OH:3].[C:5]([C:8]1[CH:9]=[C:10]([CH:13]=[CH:14][CH:15]=1)[C:11]#[N:12])(=O)[CH3:6].CC1C=CC(S(O)(=O)=O)=CC=1. (9) Given the product [F:28][C:29]1[CH:34]=[CH:33][C:32]([C:2]2[CH:3]=[CH:4][C:5]([C:6]([NH:8][C:9]3[CH:18]=[C:17]4[C:12]([CH:13]=[C:14]([CH2:19][N:20]5[CH2:21][CH2:22][CH2:23][CH2:24]5)[CH:15]=[N:16]4)=[CH:11][C:10]=3[F:25])=[O:7])=[CH:26][CH:27]=2)=[CH:31][CH:30]=1, predict the reactants needed to synthesize it. The reactants are: Br[C:2]1[CH:27]=[CH:26][C:5]([C:6]([NH:8][C:9]2[CH:18]=[C:17]3[C:12]([CH:13]=[C:14]([CH2:19][N:20]4[CH2:24][CH2:23][CH2:22][CH2:21]4)[CH:15]=[N:16]3)=[CH:11][C:10]=2[F:25])=[O:7])=[CH:4][CH:3]=1.[F:28][C:29]1[CH:34]=[CH:33][C:32](B(O)O)=[CH:31][CH:30]=1.C(=O)([O-])[O-].[Na+].[Na+]. (10) The reactants are: [CH3:1][O:2][C:3]([C:5]1[S:9][C:8]([N:10]2[CH2:15][CH2:14][NH:13][CH2:12][CH2:11]2)=[N:7][CH:6]=1)=[O:4].[F:16][C:17]1[CH:22]=[CH:21][C:20]([S:23](Cl)(=[O:25])=[O:24])=[CH:19][CH:18]=1.C(N(CC)CC)C.O. Given the product [CH3:1][O:2][C:3]([C:5]1[S:9][C:8]([N:10]2[CH2:11][CH2:12][N:13]([S:23]([C:20]3[CH:21]=[CH:22][C:17]([F:16])=[CH:18][CH:19]=3)(=[O:25])=[O:24])[CH2:14][CH2:15]2)=[N:7][CH:6]=1)=[O:4], predict the reactants needed to synthesize it.